Task: Predict the product of the given reaction.. Dataset: Forward reaction prediction with 1.9M reactions from USPTO patents (1976-2016) The product is: [F:28][C:29]([F:39])([F:40])[C:30]1[CH:31]=[CH:32][C:33]([NH:36][C:37]([N:14]2[CH2:19][CH2:18][N:17]([C:20]3[C:25]([Cl:26])=[CH:24][CH:23]=[CH:22][N:21]=3)[CH2:16][C@H:15]2[CH3:27])=[O:38])=[CH:34][CH:35]=1. Given the reactants C(C1C=CC(NC([N:14]2[CH2:19][CH2:18][N:17]([C:20]3[C:25]([Cl:26])=[CH:24][CH:23]=[CH:22][N:21]=3)[CH2:16][C@H:15]2[CH3:27])=O)=CC=1)(CC)C.[F:28][C:29]([F:40])([F:39])[C:30]1[CH:35]=[CH:34][C:33]([N:36]=[C:37]=[O:38])=[CH:32][CH:31]=1, predict the reaction product.